From a dataset of Forward reaction prediction with 1.9M reactions from USPTO patents (1976-2016). Predict the product of the given reaction. (1) Given the reactants [C:1]([O:5][C:6](=[O:22])[NH:7][C@H:8]([CH2:13][C:14]1[CH:19]=[C:18]([F:20])[CH:17]=[CH:16][C:15]=1[F:21])[C@@H:9]([OH:12])[CH2:10]Cl)([CH3:4])([CH3:3])[CH3:2].[OH-].[K+], predict the reaction product. The product is: [C:1]([O:5][C:6](=[O:22])[NH:7][C@@H:8]([C@@H:9]1[CH2:10][O:12]1)[CH2:13][C:14]1[CH:19]=[C:18]([F:20])[CH:17]=[CH:16][C:15]=1[F:21])([CH3:4])([CH3:3])[CH3:2]. (2) Given the reactants CO[N:3]=[CH:4][C:5]1[CH:13]=[C:12]2[C:8]([CH:9]=[CH:10][NH:11]2)=[CH:7][CH:6]=1.Cl, predict the reaction product. The product is: [NH:11]1[C:12]2[C:8](=[CH:7][CH:6]=[C:5]([CH2:4][NH2:3])[CH:13]=2)[CH:9]=[CH:10]1. (3) The product is: [CH2:23]([C:15]1[CH:14]=[CH:13][C:22]2[C:17](=[CH:18][CH:19]=[CH:20][CH:21]=2)[C:16]=1[N:3]1[C:2]([Cl:1])=[C:6]([Cl:7])[N:5]=[CH:4]1)[CH3:24]. Given the reactants [Cl:1][C:2]1[N:3]=[CH:4][NH:5][C:6]=1[Cl:7].[OH-].[K+].BrCC[C:13]1[C:22]2[C:17](=[CH:18][CH:19]=[CH:20][CH:21]=2)[CH:16]=[CH:15][CH:14]=1.[C:23](#N)[CH3:24], predict the reaction product. (4) Given the reactants [BH4-].[Na+].[CH3:3][C:4]1[CH:9]=[C:8]([N+:10]([O-])=O)[C:7]([O:13][CH3:14])=[CH:6][C:5]=1[N:15]1[CH2:20][CH2:19][CH:18]([N:21]2[CH2:26][CH2:25][N:24]([S:27]([CH3:30])(=[O:29])=[O:28])[CH2:23][CH2:22]2)[CH2:17][CH2:16]1, predict the reaction product. The product is: [CH3:3][C:4]1[C:5]([N:15]2[CH2:20][CH2:19][CH:18]([N:21]3[CH2:22][CH2:23][N:24]([S:27]([CH3:30])(=[O:28])=[O:29])[CH2:25][CH2:26]3)[CH2:17][CH2:16]2)=[CH:6][C:7]([O:13][CH3:14])=[C:8]([CH:9]=1)[NH2:10]. (5) Given the reactants [I:1][C:2]1[CH:11]=[CH:10][CH:9]=[C:8]2[C:3]=1[CH:4]=[CH:5][NH:6][C:7]2=[O:12].Br[CH:14]([CH2:18][CH2:19][CH3:20])[CH2:15][CH2:16][CH3:17].[OH-].[K+], predict the reaction product. The product is: [I:1][C:2]1[CH:11]=[CH:10][CH:9]=[C:8]2[C:3]=1[CH:4]=[CH:5][N:6]([CH:14]([CH2:18][CH2:19][CH3:20])[CH2:15][CH2:16][CH3:17])[C:7]2=[O:12]. (6) Given the reactants Br[C:2]1[CH:3]=[C:4]2[C:8](=[CH:9][CH:10]=1)[NH:7][C:6]1[C:11]([CH2:15][CH2:16][CH3:17])=[N:12][CH:13]=[CH:14][C:5]2=1.[O:18]1[C:22]2[CH:23]=[CH:24][C:25](B(O)O)=[CH:26][C:21]=2[CH2:20][CH2:19]1.C(=O)([O-])[O-].[K+].[K+], predict the reaction product. The product is: [O:18]1[C:22]2[CH:23]=[CH:24][C:25]([C:2]3[CH:3]=[C:4]4[C:8](=[CH:9][CH:10]=3)[NH:7][C:6]3[C:11]([CH2:15][CH2:16][CH3:17])=[N:12][CH:13]=[CH:14][C:5]4=3)=[CH:26][C:21]=2[CH2:20][CH2:19]1. (7) Given the reactants [C:1]([O:5][C:6]([N:8]([C:16]1[C:21]([C:22]#[CH:23])=[N:20][C:19]([C:24]2[CH:29]=[CH:28][C:27](=[O:30])[N:26]([CH:31]([CH3:33])[CH3:32])[CH:25]=2)=[CH:18][N:17]=1)[C:9](=[O:15])[O:10][C:11]([CH3:14])([CH3:13])[CH3:12])=[O:7])([CH3:4])([CH3:3])[CH3:2].[Cl:34][CH2:35][C:36]1[CH:37]=[C:38]([CH:43]=[CH:44][CH:45]=1)[C:39](Cl)=[N:40][OH:41].C(N(CC)CC)C, predict the reaction product. The product is: [C:11]([O:10][C:9]([N:8]([C:16]1[C:21]([C:22]2[O:41][N:40]=[C:39]([C:38]3[CH:43]=[CH:44][CH:45]=[C:36]([CH2:35][Cl:34])[CH:37]=3)[CH:23]=2)=[N:20][C:19]([C:24]2[CH:29]=[CH:28][C:27](=[O:30])[N:26]([CH:31]([CH3:33])[CH3:32])[CH:25]=2)=[CH:18][N:17]=1)[C:6](=[O:7])[O:5][C:1]([CH3:2])([CH3:3])[CH3:4])=[O:15])([CH3:14])([CH3:13])[CH3:12].